This data is from Peptide-MHC class II binding affinity with 134,281 pairs from IEDB. The task is: Regression. Given a peptide amino acid sequence and an MHC pseudo amino acid sequence, predict their binding affinity value. This is MHC class II binding data. The peptide sequence is CAKFTCAKSMSLFEVKK. The MHC is HLA-DQA10201-DQB10303 with pseudo-sequence HLA-DQA10201-DQB10303. The binding affinity (normalized) is 0.640.